This data is from Full USPTO retrosynthesis dataset with 1.9M reactions from patents (1976-2016). The task is: Predict the reactants needed to synthesize the given product. (1) Given the product [O:20]=[C:19]1[CH:7]([C:6]([O:5][C:1]([CH3:4])([CH3:3])[CH3:2])=[O:24])[N:8]2[C:16]3[C:11]([CH:10]=[C:9]2[CH2:17][CH2:18]1)=[CH:12][CH:13]=[CH:14][CH:15]=3, predict the reactants needed to synthesize it. The reactants are: [C:1]([O:5][C:6](=[O:24])[CH2:7][N:8]1[C:16]2[C:11](=[CH:12][CH:13]=[CH:14][CH:15]=2)[CH:10]=[C:9]1/[CH:17]=[CH:18]/[C:19](OCC)=[O:20])([CH3:4])([CH3:3])[CH3:2].CC(=O)OCC.CC([O-])(C)C.[K+]. (2) Given the product [C:12]([C:10]1[CH:11]=[C:7]([NH:6][C:5]([NH:66][C@@H:59]2[C:60]3[C:65](=[CH:64][CH:63]=[CH:62][CH:61]=3)[C@H:56]([O:55][C:52]3[CH:53]=[CH:54][C:49]4[N:50]([C:46]([N:43]5[CH2:42][CH2:41][CH:40]([C:27]([CH3:26])([O:29][Si:30]([CH:31]([CH3:33])[CH3:32])([CH:37]([CH3:39])[CH3:38])[CH:34]([CH3:36])[CH3:35])[CH3:28])[CH2:45][CH2:44]5)=[N:47][N:48]=4)[CH:51]=3)[CH2:57][CH2:58]2)=[O:23])[N:8]([C:16]2[CH:17]=[CH:18][C:19]([CH3:22])=[CH:20][CH:21]=2)[N:9]=1)([CH3:13])([CH3:14])[CH3:15], predict the reactants needed to synthesize it. The reactants are: ClC(Cl)(Cl)CO[C:5](=[O:23])[NH:6][C:7]1[N:8]([C:16]2[CH:21]=[CH:20][C:19]([CH3:22])=[CH:18][CH:17]=2)[N:9]=[C:10]([C:12]([CH3:15])([CH3:14])[CH3:13])[CH:11]=1.[CH3:26][C:27]([CH:40]1[CH2:45][CH2:44][N:43]([C:46]2[N:50]3[CH:51]=[C:52]([O:55][C@H:56]4[C:65]5[C:60](=[CH:61][CH:62]=[CH:63][CH:64]=5)[C@@H:59]([NH2:66])[CH2:58][CH2:57]4)[CH:53]=[CH:54][C:49]3=[N:48][N:47]=2)[CH2:42][CH2:41]1)([O:29][Si:30]([CH:37]([CH3:39])[CH3:38])([CH:34]([CH3:36])[CH3:35])[CH:31]([CH3:33])[CH3:32])[CH3:28].CCN(C(C)C)C(C)C.N. (3) Given the product [F:22][C:23]1[CH:24]=[N:25][C:26]([C@@H:29]([NH:31][C:2]2[N:7]=[C:6]([NH:8][C:9]3[CH:13]=[C:12]([O:14][CH:15]([CH3:17])[CH3:16])[NH:11][N:10]=3)[C:5]([N+:18]([O-:20])=[O:19])=[CH:4][N:3]=2)[CH3:30])=[N:27][CH:28]=1, predict the reactants needed to synthesize it. The reactants are: Cl[C:2]1[N:7]=[C:6]([NH:8][C:9]2[CH:13]=[C:12]([O:14][CH:15]([CH3:17])[CH3:16])[NH:11][N:10]=2)[C:5]([N+:18]([O-:20])=[O:19])=[CH:4][N:3]=1.Cl.[F:22][C:23]1[CH:24]=[N:25][C:26]([C@@H:29]([NH2:31])[CH3:30])=[N:27][CH:28]=1.C(N(C(C)C)CC)(C)C. (4) Given the product [Br:11][C:7]1[CH:8]=[C:9]2[C:4](=[CH:5][CH:6]=1)[NH:3][C:2]([CH3:1])=[CH:10]2, predict the reactants needed to synthesize it. The reactants are: [CH3:1][C:2]1[NH:3][C:4]2[C:9]([CH:10]=1)=[CH:8][CH:7]=[CH:6][CH:5]=2.[Br:11]Br.